From a dataset of Catalyst prediction with 721,799 reactions and 888 catalyst types from USPTO. Predict which catalyst facilitates the given reaction. (1) Reactant: Cl.[NH2:2][C:3]([NH2:5])=[NH:4].CC[O-].[Na+].[O:10]1[CH:14]=[CH:13][CH:12]=[C:11]1[CH2:15][C:16]1[N:17]([CH2:27][C:28](OC(C)(C)C)=[O:29])[C:18]([C:21]2[CH:26]=[CH:25][CH:24]=[CH:23][CH:22]=2)=[CH:19][CH:20]=1. Product: [NH2:4][C:3](=[NH:5])[NH:2][C:28](=[O:29])[CH2:27][N:17]1[C:18]([C:21]2[CH:26]=[CH:25][CH:24]=[CH:23][CH:22]=2)=[CH:19][CH:20]=[C:16]1[CH2:15][C:11]1[O:10][CH:14]=[CH:13][CH:12]=1. The catalyst class is: 5. (2) Reactant: [CH:1]1([CH2:4][N:5]2[C:10](=[O:11])[C:9]([CH2:12][O:13][S:14]([CH3:17])(=[O:16])=[O:15])=[CH:8][C:7]([C:18]3[CH:23]=[CH:22][C:21]([S:24][CH3:25])=[CH:20][CH:19]=3)=[N:6]2)[CH2:3][CH2:2]1.ClC1C=CC=C(C(OO)=[O:34])C=1.S([O-])(O)=O.[Na+]. Product: [CH:1]1([CH2:4][N:5]2[C:10](=[O:11])[C:9]([CH2:12][O:13][S:14]([CH3:17])(=[O:16])=[O:15])=[CH:8][C:7]([C:18]3[CH:23]=[CH:22][C:21]([S:24]([CH3:25])=[O:34])=[CH:20][CH:19]=3)=[N:6]2)[CH2:3][CH2:2]1. The catalyst class is: 2. (3) Reactant: [CH3:1][C:2]1([CH3:23])[O:7][C:6](=[O:8])[C:5]2[CH:9]=[CH:10][C:11]([O:13]C3C=CC(C=O)=CC=3F)=[CH:12][C:4]=2[O:3]1.C1(CCN)CC1.C(O[BH-](OC(=O)C)OC(=O)C)(=O)C.[Na+].[OH-].[K+]. The catalyst class is: 26. Product: [OH:13][C:11]1[CH:10]=[CH:9][C:5]2[C:6](=[O:8])[O:7][C:2]([CH3:1])([CH3:23])[O:3][C:4]=2[CH:12]=1. (4) Reactant: [F:1][C:2]([F:25])([C:18]1[CH:23]=[CH:22][C:21]([F:24])=[CH:20][N:19]=1)[C:3]([NH:5][C:6]1[C:14]([C:15](=[O:17])[NH2:16])=[CH:13][CH:12]=[CH:11][C:7]=1[C:8]([OH:10])=[O:9])=O.Cl.[CH3:27]COCC. Product: [F:1][C:2]([F:25])([C:18]1[CH:23]=[CH:22][C:21]([F:24])=[CH:20][N:19]=1)[C:3]1[NH:16][C:15](=[O:17])[C:14]2[C:6](=[C:7]([C:8]([O:10][CH3:27])=[O:9])[CH:11]=[CH:12][CH:13]=2)[N:5]=1. The catalyst class is: 5. (5) Reactant: [CH3:1][C:2]1([CH3:36])[C:26]2[C:6]([CH:7]=[C:8]3[C:25]=2[CH:24]=[C:23]2[C:10]([C:11]4[CH:12]=[CH:13][CH:14]=[CH:15][C:16]=4[C:17]4[CH:18]=[C:19](B5OC(C)(C)C(C)(C)O5)[CH:20]=[CH:21][C:22]=42)=[CH:9]3)=[CH:5][CH:4]=[CH:3]1.Br[C:38]1[CH:43]=[CH:42][C:41]([C:44]2[N:49]=[C:48]([N:50]3[C:62]4[CH:61]=[CH:60][CH:59]=[CH:58][C:57]=4[C:56]4[C:51]3=[CH:52][CH:53]=[CH:54][CH:55]=4)[N:47]=[C:46]([N:63]3[C:75]4[CH:74]=[CH:73][CH:72]=[CH:71][C:70]=4[C:69]4[C:64]3=CC=C[CH:68]=4)[N:45]=2)=[CH:40][CH:39]=1.[C:76]([O-])([O-])=O.[Na+].[Na+].[CH3:82][CH2:83]O. Product: [CH3:1][C:2]1([CH3:36])[C:26]2[C:6]([CH:7]=[C:8]3[C:25]=2[CH:24]=[C:23]2[C:10]([C:11]4[CH:12]=[CH:13][CH:14]=[CH:15][C:16]=4[C:17]4[CH:18]=[C:19]([C:38]5[CH:39]=[CH:40][C:41]([C:44]6[N:49]=[C:48]([N:50]7[C:62]8[CH:61]=[CH:60][CH:59]=[CH:58][C:57]=8[C:56]8[C:51]7=[CH:52][CH:53]=[CH:54][CH:55]=8)[N:47]=[C:46]([N:63]7[C:75]8[CH:74]=[CH:73][CH:72]=[CH:71][C:70]=8[C:69]8[C:64]7=[CH:76][CH:83]=[CH:82][CH:68]=8)[N:45]=6)=[CH:42][CH:43]=5)[CH:20]=[CH:21][C:22]=42)=[CH:9]3)=[CH:5][CH:4]=[CH:3]1. The catalyst class is: 206. (6) Reactant: Br[CH2:2][C:3]1[CH:8]=[CH:7][C:6]([N+:9]([O-:11])=[O:10])=[C:5]([O:12][CH3:13])[CH:4]=1.[CH2:14]([N:16](CC)CC)C.CN.[C:23](O[C:23]([O:25][C:26]([CH3:29])([CH3:28])[CH3:27])=[O:24])([O:25][C:26]([CH3:29])([CH3:28])[CH3:27])=[O:24]. Product: [CH3:13][O:12][C:5]1[CH:4]=[C:3]([CH:8]=[CH:7][C:6]=1[N+:9]([O-:11])=[O:10])[CH2:2][N:16]([CH3:14])[C:23](=[O:24])[O:25][C:26]([CH3:29])([CH3:28])[CH3:27]. The catalyst class is: 1. (7) Reactant: [CH:1]1([N:4]2[C:12]3[CH:11]=[C:10]([N:13]=C(C4C=CC=CC=4)C4C=CC=CC=4)[N:9]=[CH:8][C:7]=3[C:6]([CH3:28])([CH3:27])[C:5]2=[O:29])[CH2:3][CH2:2]1.C([O-])(=O)C.[Na+].Cl.NO. Product: [NH2:13][C:10]1[N:9]=[CH:8][C:7]2[C:6]([CH3:28])([CH3:27])[C:5](=[O:29])[N:4]([CH:1]3[CH2:2][CH2:3]3)[C:12]=2[CH:11]=1. The catalyst class is: 5. (8) Reactant: [O:1]=[C:2]1[N:7]([CH2:8][C:9]2[CH:14]=[CH:13][CH:12]=[CH:11][CH:10]=2)[C@H:6]([C:15]([OH:17])=O)[CH2:5][O:4][CH2:3]1.[CH3:18][NH:19][CH3:20].C(Cl)CCl.C1C=NC2N(O)N=NC=2C=1.CN1CCOCC1. Product: [CH3:18][N:19]([CH3:20])[C:15]([C@@H:6]1[CH2:5][O:4][CH2:3][C:2](=[O:1])[N:7]1[CH2:8][C:9]1[CH:14]=[CH:13][CH:12]=[CH:11][CH:10]=1)=[O:17]. The catalyst class is: 1. (9) Reactant: [CH3:1][O:2][C:3](=[O:13])[C@@H:4]([NH2:12])[CH2:5][CH:6]1[CH2:11][CH2:10][CH2:9][CH2:8][CH2:7]1.C(N(CC)C(C)C)(C)C.C([O:25][C:26](=O)/[CH:27]=[C:28](/[O:31][C:32]1[CH:37]=[CH:36][CH:35]=[CH:34][C:33]=1[C:38]([CH3:41])([CH3:40])[CH3:39])\[CH2:29]Br)C. Product: [CH3:1][O:2][C:3](=[O:13])[C@@H:4]([N:12]1[CH2:29][C:28]([O:31][C:32]2[CH:37]=[CH:36][CH:35]=[CH:34][C:33]=2[C:38]([CH3:41])([CH3:40])[CH3:39])=[CH:27][C:26]1=[O:25])[CH2:5][CH:6]1[CH2:11][CH2:10][CH2:9][CH2:8][CH2:7]1. The catalyst class is: 9.